Dataset: Catalyst prediction with 721,799 reactions and 888 catalyst types from USPTO. Task: Predict which catalyst facilitates the given reaction. (1) Reactant: [CH:1]1([NH:4][C:5](=[O:34])[C:6]2[CH:11]=[CH:10][C:9]([C:12]3[N:16]4[CH:17]=[C:18]([C:26]5[CH:31]=[CH:30][C:29]([CH:32]=[CH2:33])=[CH:28][CH:27]=5)[N:19]=[C:20]([NH:21][CH2:22][CH:23]([CH3:25])[CH3:24])[C:15]4=[N:14][CH:13]=3)=[CH:8][CH:7]=2)[CH2:3][CH2:2]1.[OH-:35].[Na+].OO.O. Product: [CH:1]1([NH:4][C:5](=[O:34])[C:6]2[CH:11]=[CH:10][C:9]([C:12]3[N:16]4[CH:17]=[C:18]([C:26]5[CH:31]=[CH:30][C:29]([CH2:32][CH2:33][OH:35])=[CH:28][CH:27]=5)[N:19]=[C:20]([NH:21][CH2:22][CH:23]([CH3:25])[CH3:24])[C:15]4=[N:14][CH:13]=3)=[CH:8][CH:7]=2)[CH2:3][CH2:2]1. The catalyst class is: 7. (2) Reactant: Br[C:2]1[CH:7]=[CH:6][C:5]([C:8]2[O:9][C:10]([CH3:16])=[C:11]([CH2:13][CH2:14][OH:15])[N:12]=2)=[CH:4][CH:3]=1.[C:17]([C:20]1[CH:21]=[C:22](B(O)O)[CH:23]=[CH:24][CH:25]=1)(=[O:19])[CH3:18].C([O-])([O-])=O.[Na+].[Na+]. Product: [OH:15][CH2:14][CH2:13][C:11]1[N:12]=[C:8]([C:5]2[CH:6]=[CH:7][C:2]([C:24]3[CH:23]=[CH:22][CH:21]=[C:20]([C:17](=[O:19])[CH3:18])[CH:25]=3)=[CH:3][CH:4]=2)[O:9][C:10]=1[CH3:16]. The catalyst class is: 12. (3) Reactant: CCN(C(C)C)C(C)C.C1C=CC2N(O)N=NC=2C=1.CCN=C=NCCCN(C)C.[C:31]1([CH3:45])[CH:36]=[CH:35][CH:34]=[C:33]([N:37]2[CH:41]=[C:40]([C:42]([OH:44])=O)[N:39]=[N:38]2)[CH:32]=1.C1(C)C=CC=C(N)C=1.[ClH:54].[NH2:55][CH2:56][C:57]([N:59]1[CH2:64][CH2:63][N:62]([C:65](=[O:74])[C:66]2[CH:71]=[C:70]([F:72])[CH:69]=[CH:68][C:67]=2Cl)[CH2:61][CH2:60]1)=[O:58].ClC1C=CC(F)=CC=1C(O)=O. Product: [Cl:54][C:67]1[CH:68]=[CH:69][C:70]([F:72])=[CH:71][C:66]=1[C:65]([N:62]1[CH2:61][CH2:60][N:59]([C:57](=[O:58])[CH2:56][NH:55][C:42]([C:40]2[N:39]=[N:38][N:37]([C:33]3[CH:32]=[C:31]([CH3:45])[CH:36]=[CH:35][CH:34]=3)[CH:41]=2)=[O:44])[CH2:64][CH2:63]1)=[O:74]. The catalyst class is: 18. (4) Reactant: [H-].[Na+].[CH3:3][C:4]1[C:9]([O:10][CH3:11])=[CH:8][CH:7]=[CH:6][C:5]=1[N:12]1[C:16](=[O:17])[NH:15][N:14]=[N:13]1.[CH3:18]N(C)C=O.CI. Product: [CH3:3][C:4]1[C:9]([O:10][CH3:11])=[CH:8][CH:7]=[CH:6][C:5]=1[N:12]1[C:16](=[O:17])[N:15]([CH3:18])[N:14]=[N:13]1. The catalyst class is: 6. (5) Reactant: [CH3:1][O:2][CH2:3][CH2:4][N:5]([CH3:15])[C:6]1[CH:11]=[CH:10][C:9]([N+:12]([O-])=O)=[CH:8][N:7]=1. Product: [CH3:1][O:2][CH2:3][CH2:4][N:5]([CH3:15])[C:6]1[CH:11]=[CH:10][C:9]([NH2:12])=[CH:8][N:7]=1. The catalyst class is: 123.